This data is from Experimentally validated miRNA-target interactions with 360,000+ pairs, plus equal number of negative samples. The task is: Binary Classification. Given a miRNA mature sequence and a target amino acid sequence, predict their likelihood of interaction. (1) The protein sequence of the target gene is MALTLLEDWCKGMDMDPRKALLIVGIPMECSEVEIQDTVKAGLQPLCAYRVLGRMFRREDNAKAVFIELADTVNYTTLPSHIPGKGGSWEVVVKPRNPDDEFLSRLNYFLKDEGRSMTDVARALGCCSLPAESLDAEVMPQVRSPPLEPPKESMWYRKLKVFSGTASPSPGEETFEDWLEQVTEIMPIWQVSEVEKRRRLLESLRGPALSIMRVLQANNDSITVEQCLDALKQIFGDKEDFRASQFRFLQTSPKIGEKVSTFLLRLEPLLQKAVHKSPLSVRSTDMIRLKHLLARVAMTP.... Result: 1 (interaction). The miRNA is hsa-miR-4778-3p with sequence UCUUCUUCCUUUGCAGAGUUGA. (2) The miRNA is hsa-miR-2681-5p with sequence GUUUUACCACCUCCAGGAGACU. The protein sequence of the target gene is MATEPPSPLRVEAPGPPEMRTSPAIESTPEGTPQPAGGRLRFLNGCVPLSHQVAGHMYGKDKVGILQHPDGTVLKQLQPPPRGPRELEFYNMVYAADCFDGVLLELRKYLPKYYGIWSPPTAPNDLYLKLEDVTHKFNKPCIMDVKIGQKSYDPFASSEKIQQQVSKYPLMEEIGFLVLGMRVYHVHSDSYETENQHYGRSLTKETIKDGVSRFFHNGYCLRKDAVAASIQKIEKILQWFENQKQLNFYASSLLFVYEGSSQPTTTKLNDRTLAEKFLSKGQLSDTEVLEYNNNFHVLSS.... Result: 0 (no interaction).